Dataset: Peptide-MHC class II binding affinity with 134,281 pairs from IEDB. Task: Regression. Given a peptide amino acid sequence and an MHC pseudo amino acid sequence, predict their binding affinity value. This is MHC class II binding data. (1) The peptide sequence is IITPTNVSHIQSAVV. The MHC is HLA-DQA10102-DQB10602 with pseudo-sequence HLA-DQA10102-DQB10602. The binding affinity (normalized) is 0.557. (2) The peptide sequence is GRTILKENIKYEVAIFVH. The MHC is DRB5_0101 with pseudo-sequence DRB5_0101. The binding affinity (normalized) is 0.477. (3) The peptide sequence is AFKDCRLCFSKSKNT. The MHC is DRB1_0101 with pseudo-sequence DRB1_0101. The binding affinity (normalized) is 0.155.